This data is from Full USPTO retrosynthesis dataset with 1.9M reactions from patents (1976-2016). The task is: Predict the reactants needed to synthesize the given product. (1) Given the product [C:1]([O:5][C:6]([N:8]1[C@H:13]([C:14](=[O:16])[NH:40][C:38]2[CH:37]=[CH:36][CH:35]=[C:34]([O:33][CH:32]([F:41])[F:31])[N:39]=2)[CH2:12][C@@H:11]2[C@H:9]1[CH2:10]2)=[O:7])([CH3:2])([CH3:3])[CH3:4], predict the reactants needed to synthesize it. The reactants are: [C:1]([O:5][C:6]([N:8]1[C@H:13]([C:14]([OH:16])=O)[CH2:12][C@@H:11]2[C@H:9]1[CH2:10]2)=[O:7])([CH3:4])([CH3:3])[CH3:2].C(N(CC)CC)C.C(OC(Cl)=O)C.Cl.[F:31][CH:32]([F:41])[O:33][C:34]1[N:39]=[C:38]([NH2:40])[CH:37]=[CH:36][CH:35]=1. (2) Given the product [F:15][C:11]1[C:3]([O:4][CH:5]2[CH2:10][CH2:9][CH2:8][CH2:7][O:6]2)=[C:2]([C:19]2[CH:20]=[CH:21][N:16]=[CH:17][CH:18]=2)[CH:14]=[CH:13][CH:12]=1, predict the reactants needed to synthesize it. The reactants are: Br[C:2]1[CH:14]=[CH:13][CH:12]=[C:11]([F:15])[C:3]=1[O:4][CH:5]1[CH2:10][CH2:9][CH2:8][CH2:7][O:6]1.[N:16]1[CH:21]=[CH:20][C:19](B(O)O)=[CH:18][CH:17]=1.C([O-])([O-])=O.[Na+].[Na+]. (3) The reactants are: C(P1(=O)OP(CCC)(=O)OP(CCC)(=O)O1)CC.[CH3:19][C@H:20]1[CH2:25][O:24][CH2:23][CH2:22][NH:21]1.[F:26][C:27]1[CH:32]=[CH:31][CH:30]=[CH:29][C:28]=1[C:33]1[CH:34]=[N:35][C:36]([N:39]2[C:47]3[C:42](=[CH:43][CH:44]=[C:45]([C:48](O)=[O:49])[CH:46]=3)[C:41]([S:51]([CH3:53])=[O:52])=[CH:40]2)=[N:37][CH:38]=1.C(=O)([O-])[O-].[Na+].[Na+]. Given the product [F:26][C:27]1[CH:32]=[CH:31][CH:30]=[CH:29][C:28]=1[C:33]1[CH:34]=[N:35][C:36]([N:39]2[C:47]3[C:42](=[CH:43][CH:44]=[C:45]([C:48]([N:21]4[CH2:22][CH2:23][O:24][CH2:25][C@@H:20]4[CH3:19])=[O:49])[CH:46]=3)[C:41]([S:51]([CH3:53])=[O:52])=[CH:40]2)=[N:37][CH:38]=1, predict the reactants needed to synthesize it. (4) Given the product [ClH:22].[CH3:20][S:17]([C:13]1[CH:12]=[C:11]([C:8]2([NH2:7])[CH2:10][CH2:9]2)[CH:16]=[CH:15][N:14]=1)(=[O:19])=[O:18], predict the reactants needed to synthesize it. The reactants are: C(OC(=O)[NH:7][C:8]1([C:11]2[CH:16]=[CH:15][N:14]=[C:13]([S:17]([CH3:20])(=[O:19])=[O:18])[CH:12]=2)[CH2:10][CH2:9]1)(C)(C)C.[ClH:22].O1CCOCC1.